This data is from TCR-epitope binding with 47,182 pairs between 192 epitopes and 23,139 TCRs. The task is: Binary Classification. Given a T-cell receptor sequence (or CDR3 region) and an epitope sequence, predict whether binding occurs between them. (1) The epitope is FLPRVFSAV. The TCR CDR3 sequence is CASSLQGQETQYF. Result: 1 (the TCR binds to the epitope). (2) The epitope is ATVVIGTSK. The TCR CDR3 sequence is CASSQEGQINSPLHF. Result: 0 (the TCR does not bind to the epitope). (3) The epitope is RILGAGCFV. The TCR CDR3 sequence is CSVGPQNTGELFF. Result: 1 (the TCR binds to the epitope). (4) The epitope is KLPDDFTGCV. The TCR CDR3 sequence is CASSPWTVDSYNEQFF. Result: 1 (the TCR binds to the epitope). (5) The epitope is KAYNVTQAF. The TCR CDR3 sequence is CASSYTDRGETQYF. Result: 1 (the TCR binds to the epitope). (6) The epitope is EILDITPCSF. The TCR CDR3 sequence is CASSFEITSIYNEQFF. Result: 1 (the TCR binds to the epitope). (7) The epitope is TLIGDCATV. The TCR CDR3 sequence is CATSDLPGTSSYNEQFF. Result: 1 (the TCR binds to the epitope). (8) The epitope is KAYNVTQAF. The TCR CDR3 sequence is CASSQDGIKSTDTQYF. Result: 1 (the TCR binds to the epitope). (9) The epitope is FADDLNQLTGY. The TCR CDR3 sequence is CASSLELAGYQETQYF. Result: 0 (the TCR does not bind to the epitope).